From a dataset of Full USPTO retrosynthesis dataset with 1.9M reactions from patents (1976-2016). Predict the reactants needed to synthesize the given product. (1) Given the product [Br:50][CH2:16][C:14]1[CH:13]=[CH:12][CH:11]=[C:10]([CH2:9][O:8][C:7]([C:24]2[CH:29]=[CH:28][CH:27]=[CH:26][CH:25]=2)([C:18]2[CH:23]=[CH:22][CH:21]=[CH:20][CH:19]=2)[C:1]2[CH:6]=[CH:5][CH:4]=[CH:3][CH:2]=2)[N:15]=1, predict the reactants needed to synthesize it. The reactants are: [C:1]1([C:7]([C:24]2[CH:29]=[CH:28][CH:27]=[CH:26][CH:25]=2)([C:18]2[CH:23]=[CH:22][CH:21]=[CH:20][CH:19]=2)[O:8][CH2:9][C:10]2[N:15]=[C:14]([CH2:16]O)[CH:13]=[CH:12][CH:11]=2)[CH:6]=[CH:5][CH:4]=[CH:3][CH:2]=1.C1(P(C2C=CC=CC=2)C2C=CC=CC=2)C=CC=CC=1.C(Br)(Br)(Br)[Br:50]. (2) The reactants are: [F:1][C:2]1([F:24])[CH2:7][CH2:6][CH:5]([CH2:8][NH:9][C:10]([C:12]2[C:13]3[CH:14]=[CH:15][C:16](Cl)=[N:17][C:18]=3[CH:19]=[CH:20][C:21]=2[Cl:22])=[O:11])[CH2:4][CH2:3]1.O1CCOCC1.O.[F-].[Cs+].[C:34]1(B2OC(C)(C)C(C)(C)O2)[CH2:38][CH2:37][CH2:36][CH:35]=1. Given the product [F:1][C:2]1([F:24])[CH2:7][CH2:6][CH:5]([CH2:8][NH:9][C:10]([C:12]2[C:13]3[CH:14]=[CH:15][C:16]([C:34]4[CH2:38][CH2:37][CH2:36][CH:35]=4)=[N:17][C:18]=3[CH:19]=[CH:20][C:21]=2[Cl:22])=[O:11])[CH2:4][CH2:3]1, predict the reactants needed to synthesize it. (3) Given the product [NH2:6][C:7]1[C:8]2[N:9]([C:13]([C@@H:25]3[CH2:30][CH2:29][CH2:28][N:27]([C:31]([C:33]4([CH3:37])[CH2:34][O:35][CH2:36]4)=[O:32])[CH2:26]3)=[N:14][C:15]=2[C:16]2[CH:17]=[CH:18][C:19]([C:20]([NH:60][C:56]3[CH:55]=[CH:54][C:59]([C:45]#[N:49])=[CH:58][N:57]=3)=[O:22])=[CH:23][CH:24]=2)[CH:10]=[CH:11][N:12]=1, predict the reactants needed to synthesize it. The reactants are: COC1C=C(OC)C=CC=1C[NH:6][C:7]1[C:8]2[N:9]([C:13]([C@@H:25]3[CH2:30][CH2:29][CH2:28][N:27]([C:31]([C:33]4([CH3:37])[CH2:36][O:35][CH2:34]4)=[O:32])[CH2:26]3)=[N:14][C:15]=2[C:16]2[CH:24]=[CH:23][C:19]([C:20]([OH:22])=O)=[CH:18][CH:17]=2)[CH:10]=[CH:11][N:12]=1.Cl[C:45]([N:49](C)C)=C(C)C.C([C:54]1[CH:59]=[CH:58][N:57]=[C:56]([NH2:60])[CH:55]=1)#N.C(O)(C(F)(F)F)=O.C([SiH](CC)CC)C. (4) The reactants are: Cl[C:2]1[N:11]=[C:10]([C:12]2[CH:17]=[CH:16][CH:15]=[CH:14][CH:13]=2)[C:9]2[C:4](=[CH:5][CH:6]=[C:7]([Cl:18])[CH:8]=2)[N:3]=1.[OH:19][CH2:20][CH2:21][N:22]1[C:26](=[O:27])[C:25]2=[CH:28][CH:29]=[CH:30][CH:31]=[C:24]2[C:23]1=[O:32]. Given the product [Cl:18][C:7]1[CH:8]=[C:9]2[C:4](=[CH:5][CH:6]=1)[N:3]=[C:2]([O:19][CH2:20][CH2:21][N:22]1[C:26](=[O:27])[C:25]3=[CH:28][CH:29]=[CH:30][CH:31]=[C:24]3[C:23]1=[O:32])[N:11]=[C:10]2[C:12]1[CH:17]=[CH:16][CH:15]=[CH:14][CH:13]=1, predict the reactants needed to synthesize it. (5) Given the product [F:47][C:46]([F:49])([F:48])[C:44]([OH:50])=[O:45].[CH3:1][O:2][C:3]1[N:8]=[CH:7][C:6]([C:9]2[NH:10][C:11]([CH:14]3[CH2:19][CH2:18][N:17]([CH2:20][C:21]4[CH:22]=[CH:23][C:24]([C:27]5[C:36]([C:37]6[CH:38]=[CH:39][CH:40]=[CH:41][CH:42]=6)=[CH:35][C:34]6[C:33](=[O:43])[NH:32][CH:31]=[CH:30][C:29]=6[N:28]=5)=[CH:25][CH:26]=4)[CH2:16][CH2:15]3)=[N:12][N:13]=2)=[CH:5][CH:4]=1, predict the reactants needed to synthesize it. The reactants are: [CH3:1][O:2][C:3]1[N:8]=[CH:7][C:6]([C:9]2[NH:10][C:11]([CH:14]3[CH2:19][CH2:18][N:17]([CH2:20][C:21]4[CH:26]=[CH:25][C:24]([C:27]5[C:36]([C:37]6[CH:42]=[CH:41][CH:40]=[CH:39][CH:38]=6)=[CH:35][C:34]6[C:33](=[O:43])[NH:32][CH:31]=[CH:30][C:29]=6[N:28]=5)=[CH:23][CH:22]=4)[CH2:16][CH2:15]3)=[N:12][N:13]=2)=[CH:5][CH:4]=1.[C:44]([OH:50])([C:46]([F:49])([F:48])[F:47])=[O:45].